From a dataset of Full USPTO retrosynthesis dataset with 1.9M reactions from patents (1976-2016). Predict the reactants needed to synthesize the given product. (1) Given the product [CH2:5]([N:12]1[C:16]([CH2:17][Cl:3])=[C:15]([Cl:19])[N:14]=[C:13]1[C:20]1[CH:25]=[CH:24][C:23]([N+:26]([O-:28])=[O:27])=[CH:22][CH:21]=1)[C:6]1[CH:11]=[CH:10][CH:9]=[CH:8][CH:7]=1, predict the reactants needed to synthesize it. The reactants are: S(Cl)([Cl:3])=O.[CH2:5]([N:12]1[C:16]([CH2:17]O)=[C:15]([Cl:19])[N:14]=[C:13]1[C:20]1[CH:25]=[CH:24][C:23]([N+:26]([O-:28])=[O:27])=[CH:22][CH:21]=1)[C:6]1[CH:11]=[CH:10][CH:9]=[CH:8][CH:7]=1. (2) Given the product [CH2:3]([C:2]1[N:17]([S:14]([N:13]([CH3:22])[CH3:12])(=[O:16])=[O:15])[N:18]=[CH:19][CH:1]=1)[CH3:4], predict the reactants needed to synthesize it. The reactants are: [CH2:1]([Li])[CH2:2][CH2:3][CH3:4].[CH3:1][CH2:2][CH2:3][CH2:4]CC.[CH3:12][N:13]([CH3:22])[S:14]([N:17]1C=C[CH:19]=[N:18]1)(=[O:16])=[O:15].ICC.C(=O)([O-])O.[Na+]. (3) Given the product [CH3:1][N:2]1[CH:7]([CH3:8])[CH2:6][CH2:5][C:4]([NH:15][C:20](=[O:21])[C:19]2[C:23]([S:31][CH3:32])=[CH:24][C:25]([C:27]([F:30])([F:28])[F:29])=[CH:26][C:18]=2[O:17][CH3:16])([C:9]2[CH:14]=[CH:13][CH:12]=[CH:11][CH:10]=2)[CH2:3]1, predict the reactants needed to synthesize it. The reactants are: [CH3:1][N:2]1[CH:7]([CH3:8])[CH2:6][CH2:5][C:4]([NH2:15])([C:9]2[CH:14]=[CH:13][CH:12]=[CH:11][CH:10]=2)[CH2:3]1.[CH3:16][O:17][C:18]1[CH:26]=[C:25]([C:27]([F:30])([F:29])[F:28])[CH:24]=[C:23]([S:31][CH3:32])[C:19]=1[C:20](Cl)=[O:21]. (4) Given the product [CH2:1]1[C:9]2[C:4](=[CH:5][C:6]([C:15]([OH:17])=[O:16])=[C:7]([C:10]([OH:12])=[O:11])[CH:8]=2)[CH2:3][CH2:2]1, predict the reactants needed to synthesize it. The reactants are: [CH2:1]1[C:9]2[C:4](=[CH:5][C:6]([C:15]([O:17]CC)=[O:16])=[C:7]([C:10]([O:12]CC)=[O:11])[CH:8]=2)[CH2:3][CH2:2]1.Cl. (5) Given the product [CH2:32]([C:31]1[C:23]([O:22][CH2:15][C:16]2[CH:17]=[CH:18][CH:19]=[CH:20][CH:21]=2)=[C:24]2[C:28](=[C:29]([CH3:1])[CH:30]=1)[CH2:27][CH2:26][CH2:25]2)[CH:33]=[CH2:34], predict the reactants needed to synthesize it. The reactants are: [C:1](=O)([O-])[O-].[K+].[K+].C(Br)C1C=CC=CC=1.[CH2:15]([O:22][C:23]1[C:24]2[CH2:25][CH2:26][CH2:27][C:28]=2[CH:29]=[CH:30][C:31]=1[CH2:32][CH:33]=[CH2:34])[C:16]1[CH:21]=[CH:20][CH:19]=[CH:18][CH:17]=1. (6) Given the product [CH2:1]([N:8]1[CH2:13][CH2:12][C:11](=[O:14])[C:10](=[C:28]([C:29]2[CH:34]=[CH:33][CH:32]=[CH:31][CH:30]=2)[C:35]2[CH:40]=[CH:39][CH:38]=[CH:37][CH:36]=2)[CH2:9]1)[C:2]1[CH:3]=[CH:4][CH:5]=[CH:6][CH:7]=1, predict the reactants needed to synthesize it. The reactants are: [CH2:1]([N:8]1[CH2:13][CH2:12][C:11](=[O:14])[CH2:10][CH2:9]1)[C:2]1[CH:7]=[CH:6][CH:5]=[CH:4][CH:3]=1.[Si](OS(C(F)(F)F)(=O)=O)(C)(C)C.Cl[C:28](Cl)([C:35]1[CH:40]=[CH:39][CH:38]=[CH:37][CH:36]=1)[C:29]1[CH:34]=[CH:33][CH:32]=[CH:31][CH:30]=1.C(=O)(O)[O-].[Na+]. (7) Given the product [NH2:18][C:15]1[CH:14]=[CH:13][C:12]([C:3]2[C:4]3[C:9]([NH2:10])=[N:8][CH:7]=[N:6][C:5]=3[S:11][C:2]=2[CH3:1])=[CH:17][CH:16]=1, predict the reactants needed to synthesize it. The reactants are: [CH3:1][C:2]1[S:11][C:5]2[N:6]=[CH:7][N:8]=[C:9]([NH2:10])[C:4]=2[C:3]=1[C:12]1[CH:17]=[CH:16][C:15]([N+:18]([O-])=O)=[CH:14][CH:13]=1.O.[NH4+].[Cl-].